From a dataset of Peptide-MHC class II binding affinity with 134,281 pairs from IEDB. Regression. Given a peptide amino acid sequence and an MHC pseudo amino acid sequence, predict their binding affinity value. This is MHC class II binding data. (1) The peptide sequence is SKLKLLKGSETTVTE. The MHC is DRB1_0901 with pseudo-sequence DRB1_0901. The binding affinity (normalized) is 0.770. (2) The peptide sequence is SSCEVALSYYPTPLA. The MHC is DRB4_0101 with pseudo-sequence DRB4_0103. The binding affinity (normalized) is 0.212. (3) The binding affinity (normalized) is 0.399. The MHC is HLA-DQA10102-DQB10602 with pseudo-sequence HLA-DQA10102-DQB10602. The peptide sequence is SEFAYGSFVRTVSLP. (4) The peptide sequence is DGGGFYADDTAGWDT. The MHC is DRB1_0301 with pseudo-sequence DRB1_0301. The binding affinity (normalized) is 0.630. (5) The binding affinity (normalized) is 0.141. The peptide sequence is EEDIEIIPIQEEKY. The MHC is HLA-DQA10501-DQB10301 with pseudo-sequence HLA-DQA10501-DQB10301.